From a dataset of Catalyst prediction with 721,799 reactions and 888 catalyst types from USPTO. Predict which catalyst facilitates the given reaction. (1) Reactant: [N+:1]([CH2:4][CH2:5][C:6]1[CH:11]=[CH:10][CH:9]=[CH:8][CH:7]=1)([O-:3])=[O:2].C[O:13][CH:14](OC)[CH2:15][CH2:16][CH2:17][CH:18]=O. Product: [N+:1](/[C:4](/[CH2:5][C:6]1[CH:11]=[CH:10][CH:9]=[CH:8][CH:7]=1)=[CH:18]/[CH2:17][CH2:16][CH2:15][CH:14]=[O:13])([O-:3])=[O:2]. The catalyst class is: 521. (2) Reactant: CO[C:3]([C:5]1[C:6]([OH:23])=[C:7]2[C:12](=[CH:13][N:14]=1)[N:11]([CH2:15][C:16]1[CH:21]=[CH:20][CH:19]=[CH:18][CH:17]=1)[C:10](=[O:22])[CH:9]=[CH:8]2)=[O:4].[NH2:24][CH2:25][C:26]([O-:28])=[O:27].[Na+]. Product: [CH2:15]([N:11]1[C:12]2[C:7](=[C:6]([OH:23])[C:5]([C:3]([NH:24][CH2:25][C:26]([OH:28])=[O:27])=[O:4])=[N:14][CH:13]=2)[CH:8]=[CH:9][C:10]1=[O:22])[C:16]1[CH:21]=[CH:20][CH:19]=[CH:18][CH:17]=1. The catalyst class is: 141.